From a dataset of Forward reaction prediction with 1.9M reactions from USPTO patents (1976-2016). Predict the product of the given reaction. (1) The product is: [OH:30][NH:29][C:1]([C:3]1[CH:27]=[CH:26][C:6]2[C:7]3[CH:13]=[C:12]([S:14]([NH:17][C@H:18]([CH:23]([CH3:24])[CH3:25])[C:19]([O:21][CH3:22])=[O:20])(=[O:15])=[O:16])[CH:11]=[CH:10][C:8]=3[O:9][C:5]=2[CH:4]=1)=[NH:2]. Given the reactants [C:1]([C:3]1[CH:27]=[CH:26][C:6]2[C:7]3[CH:13]=[C:12]([S:14]([NH:17][C@H:18]([CH:23]([CH3:25])[CH3:24])[C:19]([O:21][CH3:22])=[O:20])(=[O:16])=[O:15])[CH:11]=[CH:10][C:8]=3[O:9][C:5]=2[CH:4]=1)#[N:2].Cl.[NH2:29][OH:30].C(N(CC)CC)C, predict the reaction product. (2) Given the reactants CC([CH:5]1[CH2:10][N:9]([S:11]([CH3:14])(=[O:13])=[O:12])[CH2:8][CH2:7][N:6]1C([O-])=O)(C)C.[ClH:18], predict the reaction product. The product is: [ClH:18].[CH3:14][S:11]([N:9]1[CH2:10][CH2:5][NH:6][CH2:7][CH2:8]1)(=[O:13])=[O:12]. (3) Given the reactants C([O:8][CH:9]1[CH2:12][CH:11]([NH2:13])[CH2:10]1)C1C=CC=CC=1.[OH-].[K+].[N+](N1[CH:23]=[C:22]([N+:24]([O-:26])=[O:25])[N:21]=[CH:20]1)([O-])=O, predict the reaction product. The product is: [N+:24]([C:22]1[N:21]=[CH:20][N:13]([CH:11]2[CH2:10][CH:9]([OH:8])[CH2:12]2)[CH:23]=1)([O-:26])=[O:25].